This data is from Full USPTO retrosynthesis dataset with 1.9M reactions from patents (1976-2016). The task is: Predict the reactants needed to synthesize the given product. (1) The reactants are: CC([O-])(C)C.[K+].C1COCC1.[CH3:12][N:13]1[C:21]2[C:16](=[CH:17][CH:18]=[CH:19][C:20]=2[CH2:22][C:23]([NH2:25])=[O:24])[CH:15]=[CH:14]1.CO[C:28](=[O:49])[C:29]([C:31]1[C:39]2[C:34](=[C:35]([CH2:40][NH:41][C:42]([O:44]C(C)(C)C)=O)[CH:36]=[CH:37][CH:38]=2)[NH:33][CH:32]=1)=O.[CH3:50][N:51](C=O)[CH3:52]. Given the product [CH3:50][N:51]([CH3:52])[C:42]([NH:41][CH2:40][C:35]1[CH:36]=[CH:37][CH:38]=[C:39]2[C:34]=1[NH:33][CH:32]=[C:31]2[C:29]1[C:28](=[O:49])[NH:25][C:23](=[O:24])[C:22]=1[C:20]1[CH:19]=[CH:18][CH:17]=[C:16]2[C:21]=1[N:13]([CH3:12])[CH:14]=[CH:15]2)=[O:44], predict the reactants needed to synthesize it. (2) Given the product [CH2:1]([N:8]1[CH2:9][CH:10]=[C:11]([C:15]2[CH:20]=[CH:19][C:18]([O:21][CH3:22])=[C:17]([O:23][CH3:24])[CH:16]=2)[CH2:12][CH2:13]1)[C:2]1[CH:3]=[CH:4][CH:5]=[CH:6][CH:7]=1, predict the reactants needed to synthesize it. The reactants are: [CH2:1]([N:8]1[CH2:13][CH2:12][C:11]([C:15]2[CH:20]=[CH:19][C:18]([O:21][CH3:22])=[C:17]([O:23][CH3:24])[CH:16]=2)(O)[CH2:10][CH2:9]1)[C:2]1[CH:7]=[CH:6][CH:5]=[CH:4][CH:3]=1. (3) Given the product [Br:11][C:9]1[CH:8]=[N:7][C:6]2=[C:2]([NH:12][CH2:13][CH2:14][CH2:15][CH2:16][CH2:17][OH:18])[S:3][N:4]=[C:5]2[CH:10]=1, predict the reactants needed to synthesize it. The reactants are: Br[C:2]1[S:3][N:4]=[C:5]2[CH:10]=[C:9]([Br:11])[CH:8]=[N:7][C:6]=12.[NH2:12][CH2:13][CH2:14][CH2:15][CH2:16][CH2:17][OH:18]. (4) Given the product [F:38][C:35]1[CH:36]=[CH:37][C:32]([CH:17]([NH:18][S:19]([C:22]2[CH:27]=[CH:26][CH:25]=[C:24]([C:28]([F:30])([F:29])[F:31])[CH:23]=2)(=[O:21])=[O:20])[CH2:16][C:15]([NH:14][CH:10]2[C:11]3[C:6](=[CH:5][C:4]([CH:1]([NH:44][CH2:40][CH:41]([CH3:43])[CH3:42])[CH3:2])=[CH:13][CH:12]=3)[CH2:7][CH2:8][CH2:9]2)=[O:39])=[CH:33][CH:34]=1, predict the reactants needed to synthesize it. The reactants are: [C:1]([C:4]1[CH:5]=[C:6]2[C:11](=[CH:12][CH:13]=1)[CH:10]([NH:14][C:15](=[O:39])[CH2:16][CH:17]([C:32]1[CH:37]=[CH:36][C:35]([F:38])=[CH:34][CH:33]=1)[NH:18][S:19]([C:22]1[CH:27]=[CH:26][CH:25]=[C:24]([C:28]([F:31])([F:30])[F:29])[CH:23]=1)(=[O:21])=[O:20])[CH2:9][CH2:8][CH2:7]2)(=O)[CH3:2].[CH2:40]([NH2:44])[CH:41]([CH3:43])[CH3:42].[BH-](OC(C)=O)(OC(C)=O)OC(C)=O.[Na+].CC(O)=O.